From a dataset of Catalyst prediction with 721,799 reactions and 888 catalyst types from USPTO. Predict which catalyst facilitates the given reaction. (1) Reactant: [C:1]([O:5][C:6]([N:8]([C:18]1[CH:19]=[N:20][CH:21]=[CH:22][CH:23]=1)[C:9]1[C:10]([C:15]([OH:17])=O)=[N:11][CH:12]=[CH:13][N:14]=1)=[O:7])([CH3:4])([CH3:3])[CH3:2].[NH2:24][C:25]1[S:26][CH:27]=[C:28]([CH3:30])[N:29]=1.C(N(CC)C(C)C)(C)C.CN(C(ON1N=NC2C=CC=CC1=2)=[N+](C)C)C.[B-](F)(F)(F)F. Product: [C:1]([O:5][C:6](=[O:7])[N:8]([C:9]1[C:10]([C:15](=[O:17])[NH:24][C:25]2[S:26][CH:27]=[C:28]([CH3:30])[N:29]=2)=[N:11][CH:12]=[CH:13][N:14]=1)[C:18]1[CH:19]=[N:20][CH:21]=[CH:22][CH:23]=1)([CH3:3])([CH3:4])[CH3:2]. The catalyst class is: 3. (2) Reactant: [CH2:1]([C:3]1[CH:8]=[CH:7][C:6]([NH:9][C:10]2[C:19]([F:20])=[C:18]([F:21])[CH:17]=[CH:16][C:11]=2[C:12]([NH:14][NH2:15])=[O:13])=[C:5]([F:22])[CH:4]=1)[CH3:2].Cl.[C:24](=[NH:29])(OCC)[CH3:25].C(N(CC)CC)C.O. Product: [NH:29]=[C:24]([NH:15][NH:14][C:12](=[O:13])[C:11]1[CH:16]=[CH:17][C:18]([F:21])=[C:19]([F:20])[C:10]=1[NH:9][C:6]1[CH:7]=[CH:8][C:3]([CH2:1][CH3:2])=[CH:4][C:5]=1[F:22])[CH3:25]. The catalyst class is: 1. (3) Reactant: [Cl:1][CH2:2][CH2:3][CH2:4][O:5][C:6]1[CH:11]=[C:10]([N+:12]([O-])=O)[CH:9]=[CH:8][C:7]=1[O:15][CH3:16].O.O.[Sn](Cl)Cl.C(=O)(O)[O-].[Na+]. Product: [Cl:1][CH2:2][CH2:3][CH2:4][O:5][C:6]1[CH:11]=[C:10]([CH:9]=[CH:8][C:7]=1[O:15][CH3:16])[NH2:12]. The catalyst class is: 13. (4) Reactant: Cl.[NH2:2][CH2:3][C:4]1[NH:5][C:6](=[O:18])[C:7]2[NH:12][N:11]=[C:10]([CH:13]3[CH2:17][CH2:16][CH2:15][CH2:14]3)[C:8]=2[N:9]=1.[Cl:19][CH2:20][CH:21]=O.C([BH3-])#N.[Na+].C(=O)(O)[O-].[Na+]. Product: [Cl:19][CH2:20][CH2:21][NH:2][CH2:3][C:4]1[NH:5][C:6](=[O:18])[C:7]2[NH:12][N:11]=[C:10]([CH:13]3[CH2:17][CH2:16][CH2:15][CH2:14]3)[C:8]=2[N:9]=1. The catalyst class is: 5. (5) Reactant: CO[C:3]([C@H:5]1[CH2:9][C@H:8]([S:10]([C:13]2[CH:18]=[CH:17][CH:16]=[CH:15][C:14]=2[Cl:19])(=[O:12])=[O:11])[CH2:7][C@@H:6]1[O:20][C:21]1[CH:26]=[CH:25][C:24]([Cl:27])=[CH:23][CH:22]=1)=[O:4].C[Al](C)C.C(N(CC)CC)C.Cl.[NH2:40][C:41]1([C:44]#[N:45])[CH2:43][CH2:42]1. Product: [C:44]([C:41]1([NH:40][C:3]([C@H:5]2[CH2:9][C@H:8]([S:10]([C:13]3[CH:18]=[CH:17][CH:16]=[CH:15][C:14]=3[Cl:19])(=[O:12])=[O:11])[CH2:7][C@@H:6]2[O:20][C:21]2[CH:22]=[CH:23][C:24]([Cl:27])=[CH:25][CH:26]=2)=[O:4])[CH2:43][CH2:42]1)#[N:45]. The catalyst class is: 448. (6) Reactant: [CH3:1][S:2]([C:5]1[CH:10]=[CH:9][C:8]([CH:11]2[CH2:13][CH:12]2[NH:14]C(=O)OC(C)(C)C)=[CH:7][CH:6]=1)(=[O:4])=[O:3].[F:22][C:23]([F:28])([F:27])[C:24]([OH:26])=[O:25]. Product: [F:22][C:23]([F:28])([F:27])[C:24]([OH:26])=[O:25].[CH3:1][S:2]([C:5]1[CH:6]=[CH:7][C:8]([CH:11]2[CH2:13][CH:12]2[NH2:14])=[CH:9][CH:10]=1)(=[O:3])=[O:4]. The catalyst class is: 2.